From a dataset of Catalyst prediction with 721,799 reactions and 888 catalyst types from USPTO. Predict which catalyst facilitates the given reaction. Reactant: C(OC(=O)[NH:7][CH2:8][CH2:9][NH:10][C:11]1[C:20]2[C:15](=[CH:16][CH:17]=[C:18]([NH2:21])[CH:19]=2)[N:14]=[C:13]([C:22]2[CH:27]=[CH:26][CH:25]=[CH:24][C:23]=2[O:28]C)[N:12]=1)(C)(C)C.B(Br)(Br)Br.C(=O)(O)[O-].[Na+]. Product: [NH2:21][C:18]1[CH:19]=[C:20]2[C:15](=[CH:16][CH:17]=1)[N:14]=[C:13]([C:22]1[CH:27]=[CH:26][CH:25]=[CH:24][C:23]=1[OH:28])[N:12]=[C:11]2[NH:10][CH2:9][CH2:8][NH2:7]. The catalyst class is: 4.